Dataset: Forward reaction prediction with 1.9M reactions from USPTO patents (1976-2016). Task: Predict the product of the given reaction. (1) Given the reactants Cl[C:2]1[C:7]([C:8]([F:11])([F:10])[F:9])=[CH:6][N:5]=[C:4]([NH:12][C:13]2[CH:27]=[CH:26][C:16]([CH2:17][P:18](=[O:25])([O:22][CH2:23][CH3:24])[O:19][CH2:20][CH3:21])=[CH:15][C:14]=2[O:28][CH3:29])[N:3]=1.[NH2:30][C:31]1[CH:32]=[CH:33][CH:34]=[C:35]2[C:39]=1[C:38](=[O:40])[N:37]([CH3:41])[C:36]2([CH3:43])[CH3:42], predict the reaction product. The product is: [CH3:29][O:28][C:14]1[CH:15]=[C:16]([CH:26]=[CH:27][C:13]=1[NH:12][C:4]1[N:3]=[C:2]([NH:30][C:31]2[CH:32]=[CH:33][CH:34]=[C:35]3[C:39]=2[C:38](=[O:40])[N:37]([CH3:41])[C:36]3([CH3:42])[CH3:43])[C:7]([C:8]([F:11])([F:10])[F:9])=[CH:6][N:5]=1)[CH2:17][P:18](=[O:25])([O:22][CH2:23][CH3:24])[O:19][CH2:20][CH3:21]. (2) Given the reactants C(C1C=C(N(CC2C=CC=C(I)C=2)C(=O)CC)C=CC=1)#N.[C:22]([C:24]1[CH:25]=[C:26]([NH:31][C:32](=[O:35])[CH2:33][CH3:34])[CH:27]=[C:28]([F:30])[CH:29]=1)#[N:23].[I:36][C:37]1[CH:44]=[CH:43][C:40]([CH2:41]Br)=[CH:39][CH:38]=1, predict the reaction product. The product is: [C:22]([C:24]1[CH:25]=[C:26]([N:31]([CH2:41][C:40]2[CH:43]=[CH:44][C:37]([I:36])=[CH:38][CH:39]=2)[C:32](=[O:35])[CH2:33][CH3:34])[CH:27]=[C:28]([F:30])[CH:29]=1)#[N:23]. (3) The product is: [NH2:1][C:2]1[N:7]=[C:6]([O:18][CH2:19][C:20]2[CH:25]=[CH:24][CH:23]=[CH:22][N:21]=2)[C:5]([C:11]#[N:12])=[C:4]([C:13]2[S:14][CH:15]=[CH:16][CH:17]=2)[N:3]=1. Given the reactants [NH2:1][C:2]1[N:7]=[C:6](S(C)=O)[C:5]([C:11]#[N:12])=[C:4]([C:13]2[S:14][CH:15]=[CH:16][CH:17]=2)[N:3]=1.[OH:18][CH2:19][C:20]1[CH:25]=[CH:24][CH:23]=[CH:22][N:21]=1.C1CCN2C(=NCCC2)CC1, predict the reaction product. (4) Given the reactants [P:1]([CH2:14][CH2:15][CH2:16][P:17]([CH2:24][CH2:25][CH2:26]Cl)[C:18]1[CH:23]=[CH:22][CH:21]=[CH:20][CH:19]=1)([C:8]1[CH:13]=[CH:12][CH:11]=[CH:10][CH:9]=1)[C:2]1[CH:7]=[CH:6][CH:5]=[CH:4][CH:3]=1.[C:28]1([PH:34][CH:35]2[CH2:40][CH2:39][CH2:38][CH2:37][CH2:36]2)[CH:33]=[CH:32][CH:31]=[CH:30][CH:29]=1.C([N-]C(C)C)(C)C.[Li+], predict the reaction product. The product is: [P:1]([CH2:14][CH2:15][CH2:16][P:17]([CH2:24][CH2:25][CH2:26][P:34]([CH:35]1[CH2:40][CH2:39][CH2:38][CH2:37][CH2:36]1)[C:28]1[CH:33]=[CH:32][CH:31]=[CH:30][CH:29]=1)[C:18]1[CH:23]=[CH:22][CH:21]=[CH:20][CH:19]=1)([C:8]1[CH:13]=[CH:12][CH:11]=[CH:10][CH:9]=1)[C:2]1[CH:7]=[CH:6][CH:5]=[CH:4][CH:3]=1. (5) Given the reactants C([NH:8][CH2:9][CH2:10][O:11][C:12]1[CH:35]=[C:34]([CH:36]([CH3:38])[CH3:37])[CH:33]=[CH:32][C:13]=1[CH2:14][NH:15][C:16]1[C:21]([C:22]([NH:24][C:25]2[CH:30]=[CH:29][C:28]([Cl:31])=[CH:27][CH:26]=2)=[O:23])=[CH:20][CH:19]=[CH:18][N:17]=1)(OC(C)(C)C)=O.C(Cl)Cl, predict the reaction product. The product is: [NH2:8][CH2:9][CH2:10][O:11][C:12]1[CH:35]=[C:34]([CH:36]([CH3:38])[CH3:37])[CH:33]=[CH:32][C:13]=1[CH2:14][NH:15][C:16]1[C:21]([C:22]([NH:24][C:25]2[CH:30]=[CH:29][C:28]([Cl:31])=[CH:27][CH:26]=2)=[O:23])=[CH:20][CH:19]=[CH:18][N:17]=1. (6) Given the reactants C(O[C:5]1[CH:6]=[C:7]([CH:31]=[CH:32][CH:33]=1)[O:8][C:9]1[CH:10]=[C:11]2[C:15](=[CH:16][CH:17]=1)[N:14]([C:18]1[CH:23]=[CH:22][C:21]([O:24][CH:25]([CH3:27])[CH3:26])=[CH:20][CH:19]=1)[C:13]([C:28]([OH:30])=[O:29])=[CH:12]2)(C)C.C(OC(C1N(C2C=[CH:45][C:44]([O:48]C(C)C)=[CH:43]C=2)C2C(C=1)=[CH:45][C:44]([OH:48])=[CH:43]C=2)=O)C.C(OC1C=CC(B(O)O)=CC=1)(C)C, predict the reaction product. The product is: [CH:44]([O:48][C:33]1[CH:32]=[CH:31][C:7]([O:8][C:9]2[CH:10]=[C:11]3[C:15](=[CH:16][CH:17]=2)[N:14]([C:18]2[CH:19]=[CH:20][C:21]([O:24][CH:25]([CH3:27])[CH3:26])=[CH:22][CH:23]=2)[C:13]([C:28]([OH:30])=[O:29])=[CH:12]3)=[CH:6][CH:5]=1)([CH3:45])[CH3:43]. (7) Given the reactants Cl.[C:2]1([C:8]2([C:14]3[CH:19]=[CH:18][CH:17]=[CH:16][CH:15]=3)[CH2:13][CH2:12][NH:11][CH2:10][CH2:9]2)[CH:7]=[CH:6][CH:5]=[CH:4][CH:3]=1.C(N(CC)CC)C.[C:27](#[N:30])[CH:28]=[CH2:29], predict the reaction product. The product is: [C:2]1([C:8]2([C:14]3[CH:19]=[CH:18][CH:17]=[CH:16][CH:15]=3)[CH2:9][CH2:10][N:11]([CH2:29][CH2:28][C:27]#[N:30])[CH2:12][CH2:13]2)[CH:3]=[CH:4][CH:5]=[CH:6][CH:7]=1.